This data is from Full USPTO retrosynthesis dataset with 1.9M reactions from patents (1976-2016). The task is: Predict the reactants needed to synthesize the given product. (1) Given the product [C:1]([C:5]1[S:9]/[C:8](=[N:10]\[C:25](=[O:26])[C:24]2[CH:28]=[C:20]([Cl:19])[CH:21]=[CH:22][C:23]=2[O:29][CH3:30])/[NH:7][C:6]=1[CH3:11])([CH3:4])([CH3:2])[CH3:3], predict the reactants needed to synthesize it. The reactants are: [C:1]([C:5]1[S:9][C:8](=[NH:10])[NH:7][C:6]=1[CH3:11])([CH3:4])([CH3:3])[CH3:2].C(N(CC)CC)C.[Cl:19][C:20]1[CH:21]=[CH:22][C:23]([O:29][CH3:30])=[C:24]([CH:28]=1)[C:25](Cl)=[O:26]. (2) Given the product [OH:19][NH:18][C:11](=[NH:12])[CH2:10][CH2:9][CH2:8][N:7]1[C:6]2[CH:13]=[CH:14][CH:15]=[CH:16][C:5]=2[N:4]=[C:3]1[CH2:2][OH:1], predict the reactants needed to synthesize it. The reactants are: [OH:1][CH2:2][C:3]1[N:7]([CH2:8][CH2:9][CH2:10][C:11]#[N:12])[C:6]2[CH:13]=[CH:14][CH:15]=[CH:16][C:5]=2[N:4]=1.Cl.[NH2:18][OH:19].C(=O)([O-])[O-].[K+].[K+].